Predict the product of the given reaction. From a dataset of Forward reaction prediction with 1.9M reactions from USPTO patents (1976-2016). (1) The product is: [Cl:1][C:2]1[N:10]([CH2:22][C:23]2[CH:28]=[CH:27][C:26]([Cl:29])=[CH:25][CH:24]=2)[C:9]2[C:8](=[O:11])[N:7]([CH3:12])[C:6](=[O:13])[N:5]([CH3:14])[C:4]=2[N:3]=1. Given the reactants [Cl:1][C:2]1[NH:10][C:9]2[C:8](=[O:11])[N:7]([CH3:12])[C:6](=[O:13])[N:5]([CH3:14])[C:4]=2[N:3]=1.C(=O)([O-])[O-].[K+].[K+].Br[CH2:22][C:23]1[CH:28]=[CH:27][C:26]([Cl:29])=[CH:25][CH:24]=1, predict the reaction product. (2) Given the reactants [CH2:1]([O:8][C@@H:9]1[C@@H:14]([O:15][CH2:16][C:17]2[CH:22]=[CH:21][CH:20]=[CH:19][CH:18]=2)[C@H:13]([O:23][CH2:24][C:25]2[CH:30]=[CH:29][CH:28]=[CH:27][CH:26]=2)[C@@H:12]([CH2:31][O:32][CH2:33][C:34]2[CH:39]=[CH:38][CH:37]=[CH:36][CH:35]=2)[O:11][C:10]1([C:41]1[S:42][C:43]([Cl:58])=[C:44]([CH2:46][O:47][Si:48]([CH:55]([CH3:57])[CH3:56])([CH:52]([CH3:54])[CH3:53])[CH:49]([CH3:51])[CH3:50])[CH:45]=1)O)[C:2]1[CH:7]=[CH:6][CH:5]=[CH:4][CH:3]=1.C([SiH](CC)CC)C.B(F)(F)F.CCOCC.C([O-])([O-])=O.[K+].[K+], predict the reaction product. The product is: [Cl:58][C:43]1[S:42][C:41]([CH:10]2[C@H:9]([O:8][CH2:1][C:2]3[CH:7]=[CH:6][CH:5]=[CH:4][CH:3]=3)[C@@H:14]([O:15][CH2:16][C:17]3[CH:18]=[CH:19][CH:20]=[CH:21][CH:22]=3)[C@H:13]([O:23][CH2:24][C:25]3[CH:26]=[CH:27][CH:28]=[CH:29][CH:30]=3)[C@@H:12]([CH2:31][O:32][CH2:33][C:34]3[CH:39]=[CH:38][CH:37]=[CH:36][CH:35]=3)[O:11]2)=[CH:45][C:44]=1[CH2:46][O:47][Si:48]([CH:55]([CH3:56])[CH3:57])([CH:49]([CH3:50])[CH3:51])[CH:52]([CH3:53])[CH3:54]. (3) The product is: [Br:1][C:2]1[CH:8]=[CH:7][CH:6]=[CH:5][C:3]=1[NH:4][C:15](=[O:24])/[CH:16]=[CH:17]/[C:18]1[CH:23]=[CH:22][CH:21]=[CH:20][CH:19]=1. Given the reactants [Br:1][C:2]1[CH:8]=[CH:7][CH:6]=[CH:5][C:3]=1[NH2:4].C(=O)([O-])[O-].[K+].[K+].[C:15](Cl)(=[O:24])[CH:16]=[CH:17][C:18]1[CH:23]=[CH:22][CH:21]=[CH:20][CH:19]=1, predict the reaction product. (4) The product is: [Br:8][C:4]1[N:3]=[C:2]([N:12]2[CH2:13][CH2:14][CH2:15][N:9]([C:16]([O:18][C:19]([CH3:22])([CH3:21])[CH3:20])=[O:17])[CH2:10][CH2:11]2)[CH:7]=[N:6][CH:5]=1. Given the reactants Br[C:2]1[CH:7]=[N:6][CH:5]=[C:4]([Br:8])[N:3]=1.[N:9]1([C:16]([O:18][C:19]([CH3:22])([CH3:21])[CH3:20])=[O:17])[CH2:15][CH2:14][CH2:13][NH:12][CH2:11][CH2:10]1.CCN(C(C)C)C(C)C, predict the reaction product. (5) Given the reactants C([O:4][CH:5]1[C:9]2=[N:10][CH:11]=[C:12]([NH:28][C:29]([C:31]3[CH:36]=[CH:35][C:34]([F:37])=[C:33]([C:38]4[C:43]([F:44])=[CH:42][C:41]([S:45]([CH3:47])=[O:46])=[CH:40][C:39]=4[F:48])[N:32]=3)=[O:30])[C:13]([N:14]3[CH2:19][CH2:18][CH2:17][C@H:16]([NH:20]C(OC(C)(C)C)=O)[CH2:15]3)=[C:8]2[CH2:7][CH2:6]1)(=O)C.[OH-].[Na+].C(O)(C(F)(F)F)=O, predict the reaction product. The product is: [NH2:20][C@H:16]1[CH2:17][CH2:18][CH2:19][N:14]([C:13]2[C:12]([NH:28][C:29]([C:31]3[CH:36]=[CH:35][C:34]([F:37])=[C:33]([C:38]4[C:39]([F:48])=[CH:40][C:41]([S:45]([CH3:47])=[O:46])=[CH:42][C:43]=4[F:44])[N:32]=3)=[O:30])=[CH:11][N:10]=[C:9]3[CH:5]([OH:4])[CH2:6][CH2:7][C:8]=23)[CH2:15]1. (6) The product is: [F:30][C:24]1[CH:25]=[C:26]([F:29])[CH:27]=[CH:28][C:23]=1[O:22][C:21]1[CH:31]=[CH:32][C:33]([S:35]([CH2:38][CH3:39])(=[O:37])=[O:36])=[CH:34][C:20]=1[C:6]1[CH:7]=[C:2]([F:1])[C:3](=[O:18])[N:4]([CH3:17])[CH:5]=1. Given the reactants [F:1][C:2]1[C:3](=[O:18])[N:4]([CH3:17])[CH:5]=[C:6](B2OC(C)(C)C(C)(C)O2)[CH:7]=1.Br[C:20]1[CH:34]=[C:33]([S:35]([CH2:38][CH3:39])(=[O:37])=[O:36])[CH:32]=[CH:31][C:21]=1[O:22][C:23]1[CH:28]=[CH:27][C:26]([F:29])=[CH:25][C:24]=1[F:30], predict the reaction product.